From a dataset of Peptide-MHC class II binding affinity with 134,281 pairs from IEDB. Regression. Given a peptide amino acid sequence and an MHC pseudo amino acid sequence, predict their binding affinity value. This is MHC class II binding data. (1) The peptide sequence is YDKFLANVSTVLSGK. The MHC is DRB1_0401 with pseudo-sequence DRB1_0401. The binding affinity (normalized) is 0.190. (2) The peptide sequence is LQSLGAEIAVEQAAL. The MHC is HLA-DPA10201-DPB11401 with pseudo-sequence HLA-DPA10201-DPB11401. The binding affinity (normalized) is 0.170. (3) The peptide sequence is TIWMDIEGPPTDPVE. The MHC is DRB1_0101 with pseudo-sequence DRB1_0101. The binding affinity (normalized) is 0.590. (4) The peptide sequence is KKFILATDIAEMGANLC. The MHC is HLA-DQA10103-DQB10603 with pseudo-sequence HLA-DQA10103-DQB10603. The binding affinity (normalized) is 0.364. (5) The peptide sequence is SRGNRAFIAINLQKN. The MHC is HLA-DPA10301-DPB10402 with pseudo-sequence HLA-DPA10301-DPB10402. The binding affinity (normalized) is 0.750. (6) The peptide sequence is PGGAKKPLRPRWCDE. The MHC is HLA-DQA10501-DQB10402 with pseudo-sequence HLA-DQA10501-DQB10402. The binding affinity (normalized) is 0.537.